From a dataset of Catalyst prediction with 721,799 reactions and 888 catalyst types from USPTO. Predict which catalyst facilitates the given reaction. (1) Reactant: [C:1]([O:4][C@@H:5]1[C@H:9]([O:10][C:11](=[O:13])[CH3:12])[C@@H:8]([CH2:14][O:15][C:16](=[O:18])[CH3:17])[O:7][C@H:6]1[N:19]1[C:28]2[C:22]([C:23](Cl)([N:25]=[CH:26][N:27]=2)[NH2:24])=[N:21][CH2:20]1)(=[O:3])[CH3:2].N[C:31]1[CH:32]=[C:33]([OH:37])[CH:34]=[CH:35][CH:36]=1.C(N(CC)CC)C. Product: [C:1]([O:4][C@@H:5]1[C@H:9]([O:10][C:11](=[O:13])[CH3:12])[C@@H:8]([CH2:14][O:15][C:16](=[O:18])[CH3:17])[O:7][C@H:6]1[N:19]1[C:28]2[N:27]=[CH:26][N:25]=[C:23]([NH:24][C:31]3[CH:36]=[CH:35][CH:34]=[C:33]([OH:37])[CH:32]=3)[C:22]=2[N:21]=[CH:20]1)(=[O:3])[CH3:2]. The catalyst class is: 8. (2) Reactant: C(O)(C(F)(F)F)=O.[CH2:8]([O:10][C:11](=[O:34])[C:12]1[CH:17]=[CH:16][CH:15]=[C:14]([O:18][CH2:19][CH2:20][CH:21]2[CH2:26][CH2:25][N:24](C(OC(C)(C)C)=O)[CH2:23][CH2:22]2)[CH:13]=1)[CH3:9]. Product: [NH:24]1[CH2:23][CH2:22][CH:21]([CH2:20][CH2:19][O:18][C:14]2[CH:13]=[C:12]([CH:17]=[CH:16][CH:15]=2)[C:11]([O:10][CH2:8][CH3:9])=[O:34])[CH2:26][CH2:25]1. The catalyst class is: 2.